From a dataset of Catalyst prediction with 721,799 reactions and 888 catalyst types from USPTO. Predict which catalyst facilitates the given reaction. Reactant: [N+:1](/[CH:4]=[CH:5]/[C:6]1[C:14]2[CH:13]=[CH:12][CH:11]=[CH:10][C:9]=2[N:8]2[CH2:15][CH2:16][NH:17][CH2:18][CH2:19][C:7]=12)([O-])=O.[H-].[Al+3].[Li+].[H-].[H-].[H-]. Product: [CH2:19]1[C:7]2=[C:6]([CH2:5][CH2:4][NH2:1])[C:14]3[CH:13]=[CH:12][CH:11]=[CH:10][C:9]=3[N:8]2[CH2:15][CH2:16][NH:17][CH2:18]1. The catalyst class is: 1.